This data is from Full USPTO retrosynthesis dataset with 1.9M reactions from patents (1976-2016). The task is: Predict the reactants needed to synthesize the given product. The reactants are: [F:1][C:2]1[CH:7]=[CH:6][C:5]([F:8])=[CH:4][C:3]=1/[CH:9]=[CH:10]/[CH2:11][N:12]1[CH2:17][CH2:16][C@H:15]([CH2:18][CH2:19][CH2:20][N:21]2[C:26]3[CH:27]=[C:28]([O:31][CH3:32])[CH:29]=[CH:30][C:25]=3[O:24][CH2:23][C:22]2=[O:33])[C@H:14]([C:34]([O:36]C)=[O:35])[CH2:13]1.[OH-].[Na+]. Given the product [F:1][C:2]1[CH:7]=[CH:6][C:5]([F:8])=[CH:4][C:3]=1/[CH:9]=[CH:10]/[CH2:11][N:12]1[CH2:17][CH2:16][CH:15]([CH2:18][CH2:19][CH2:20][N:21]2[C:26]3[CH:27]=[C:28]([O:31][CH3:32])[CH:29]=[CH:30][C:25]=3[O:24][CH2:23][C:22]2=[O:33])[CH:14]([C:34]([OH:36])=[O:35])[CH2:13]1, predict the reactants needed to synthesize it.